This data is from Peptide-MHC class I binding affinity with 185,985 pairs from IEDB/IMGT. The task is: Regression. Given a peptide amino acid sequence and an MHC pseudo amino acid sequence, predict their binding affinity value. This is MHC class I binding data. (1) The peptide sequence is STCYVFGLY. The MHC is HLA-A31:01 with pseudo-sequence HLA-A31:01. The binding affinity (normalized) is 0.609. (2) The peptide sequence is QQRPDLILV. The MHC is HLA-A01:01 with pseudo-sequence HLA-A01:01. The binding affinity (normalized) is 0.213. (3) The peptide sequence is VNGVKGIQF. The MHC is HLA-A02:01 with pseudo-sequence HLA-A02:01. The binding affinity (normalized) is 0.0847. (4) The peptide sequence is AEESLSLEA. The MHC is HLA-B45:01 with pseudo-sequence HLA-B45:01. The binding affinity (normalized) is 0.796. (5) The peptide sequence is ISSGETRSF. The MHC is HLA-B18:01 with pseudo-sequence HLA-B18:01. The binding affinity (normalized) is 0.0847. (6) The peptide sequence is YLHIHPFKI. The MHC is HLA-A02:01 with pseudo-sequence HLA-A02:01. The binding affinity (normalized) is 0.820. (7) The peptide sequence is ASRGLWDSF. The MHC is HLA-B35:01 with pseudo-sequence HLA-B35:01. The binding affinity (normalized) is 0.0847.